Dataset: Retrosynthesis with 50K atom-mapped reactions and 10 reaction types from USPTO. Task: Predict the reactants needed to synthesize the given product. (1) Given the product c1ccc([C@H]2CCCC[C@H]2NC2CC2)cc1, predict the reactants needed to synthesize it. The reactants are: NC1CC1.O=C1CCCCC1c1ccccc1. (2) Given the product COCCn1ncc(-n2cc(C#Cc3cccc(Cl)c3)nc2C)cc1=O, predict the reactants needed to synthesize it. The reactants are: C#Cc1cccc(Cl)c1.COCCn1ncc(-n2cc(I)nc2C)cc1=O. (3) Given the product CCNC(=O)[O-], predict the reactants needed to synthesize it. The reactants are: CC1c2ccc(O)cc2C2CNCC12.Fc1ccccc1CBr. (4) Given the product O=C(O)CCCc1ccc(-c2ccc(F)cc2)cc1, predict the reactants needed to synthesize it. The reactants are: O=C(O)CCC(O)c1ccc(-c2ccc(F)cc2)cc1. (5) Given the product C[C@@H]1CN(c2ccc3c(n2)N(C(=O)Nc2cnccn2)[C@H]2CCN3C2)CCO1, predict the reactants needed to synthesize it. The reactants are: C[C@@H]1CNCCO1.O=C(Nc1cnccn1)N1c2nc(Cl)ccc2N2CC[C@H]1C2.